Dataset: Catalyst prediction with 721,799 reactions and 888 catalyst types from USPTO. Task: Predict which catalyst facilitates the given reaction. (1) Reactant: [C:1]([C:3]1[C:4]([SH:12])=[N:5][C:6]([CH:9]([CH3:11])[CH3:10])=[CH:7][CH:8]=1)#[N:2].[O-]CC.[Na+].[C:17]([O:20][CH2:21][CH2:22]Br)(=[O:19])[CH3:18]. Product: [NH2:2][C:1]1[C:3]2[C:4](=[N:5][C:6]([CH:9]([CH3:10])[CH3:11])=[CH:7][CH:8]=2)[S:12][C:18]=1[C:17]([O:20][CH2:21][CH3:22])=[O:19]. The catalyst class is: 8. (2) Reactant: [C:1]([C:3]1C=[CH:13][C:6]([CH2:7][N:8]2[CH:12]=[CH:11][N:10]=[CH:9]2)=[C:5]([CH3:15])[CH:4]=1)#[CH:2].[CH3:16][O:17][C:18](=[O:27])[CH2:19][C:20]1[CH:25]=[CH:24]C(I)=[CH:22][CH:21]=1.CO.[CH3:30][CH2:31]OC(C)=O. Product: [N:8]1([C:7]2[CH:31]=[CH:30][C:4]([C:3]#[C:1][C:2]3[CH:22]=[CH:21][C:20]([CH2:19][C:18]([O:17][CH3:16])=[O:27])=[CH:25][CH:24]=3)=[C:5]([CH3:15])[C:6]=2[CH3:13])[CH:12]=[CH:11][N:10]=[CH:9]1. The catalyst class is: 337. (3) Reactant: [S:1]1[C:5]2[CH:6]=[CH:7][CH:8]=[CH:9][C:4]=2[CH:3]=[CH:2]1.C([Li])CCC.CN([CH:18]=[O:19])C. Product: [S:1]1[C:2]([CH:18]=[O:19])=[CH:3][C:4]2[CH:9]=[CH:8][CH:7]=[CH:6][C:5]1=2. The catalyst class is: 1. (4) Reactant: [Br:1][C:2]1[S:6][C:5]([S:7](Cl)(=[O:9])=[O:8])=[CH:4][CH:3]=1.[CH2:11]([CH2:13][NH2:14])[OH:12].C([O-])(O)=O.[Na+]. Product: [OH:12][CH2:11][CH2:13][NH:14][S:7]([C:5]1[S:6][C:2]([Br:1])=[CH:3][CH:4]=1)(=[O:9])=[O:8]. The catalyst class is: 4. (5) Reactant: [Cl:1][C:2]1[CH:3]=[CH:4][C:5]2[N:10]([CH3:11])[C:9](=[O:12])[O:8][C:7](=O)[C:6]=2[CH:14]=1.[NH2:15][CH2:16]C(O)=O. Product: [Cl:1][C:2]1[CH:3]=[CH:4][C:5]2[N:10]([CH3:11])[C:9](=[O:12])[CH2:16][NH:15][C:7](=[O:8])[C:6]=2[CH:14]=1. The catalyst class is: 15. (6) The catalyst class is: 548. Reactant: Cl[C:2]1[CH:3]=[C:4]([NH:24][CH2:25][CH:26]([CH3:28])[CH3:27])[C:5]2[N:6]([C:8]([C:11]3[CH:22]=[CH:21][C:14]([C:15]([NH:17][CH:18]4[CH2:20][CH2:19]4)=[O:16])=[C:13]([CH3:23])[CH:12]=3)=[CH:9][N:10]=2)[N:7]=1.[NH:29]1[C:33](B(O)O)=[CH:32][CH:31]=[N:30]1.C(=O)(O)[O-].[Na+]. Product: [CH:18]1([NH:17][C:15](=[O:16])[C:14]2[CH:21]=[CH:22][C:11]([C:8]3[N:6]4[N:7]=[C:2]([C:31]5[NH:30][N:29]=[CH:33][CH:32]=5)[CH:3]=[C:4]([NH:24][CH2:25][CH:26]([CH3:28])[CH3:27])[C:5]4=[N:10][CH:9]=3)=[CH:12][C:13]=2[CH3:23])[CH2:20][CH2:19]1.